This data is from Forward reaction prediction with 1.9M reactions from USPTO patents (1976-2016). The task is: Predict the product of the given reaction. Given the reactants [CH2:1]([N:3]([CH2:17][CH3:18])[C:4]1[N:9]=[C:8]([C:10](O)=[O:11])[CH:7]=[C:6]([C:13]([F:16])([F:15])[F:14])[CH:5]=1)[CH3:2].C(Cl)(=O)C([Cl:22])=O, predict the reaction product. The product is: [CH2:1]([N:3]([CH2:17][CH3:18])[C:4]1[N:9]=[C:8]([C:10]([Cl:22])=[O:11])[CH:7]=[C:6]([C:13]([F:16])([F:15])[F:14])[CH:5]=1)[CH3:2].